Dataset: Reaction yield outcomes from USPTO patents with 853,638 reactions. Task: Predict the reaction yield, written as a fraction of the theoretical maximum amount of product (1.0 means a 100% yield; for example, 0.34 means a 34% yield). (1) The reactants are C([O:8][N:9]1[C:15](=[O:16])[N:14]2[CH2:17][C@H:10]1[CH2:11][CH2:12][C@H:13]2[C:18]([NH:20][O:21][CH2:22][C:23]1[N:27]([CH3:28])[CH:26]=[N:25][CH:24]=1)=[O:19])C1C=CC=CC=1. The catalyst is CO.[Pd]. The product is [OH:8][N:9]1[C:15](=[O:16])[N:14]2[CH2:17][C@H:10]1[CH2:11][CH2:12][C@H:13]2[C:18]([NH:20][O:21][CH2:22][C:23]1[N:27]([CH3:28])[CH:26]=[N:25][CH:24]=1)=[O:19]. The yield is 0.750. (2) The reactants are Br[CH2:2][C:3]1[CH:4]=[C:5]([CH:8]=[CH:9][CH:10]=1)[C:6]#[N:7].C(N(C(C)C)C(C)C)C.[CH3:20][O:21][CH2:22][CH2:23][OH:24]. The catalyst is CCOC(C)=O. The product is [CH3:20][O:21][CH2:22][CH2:23][O:24][CH2:2][C:3]1[CH:4]=[C:5]([CH:8]=[CH:9][CH:10]=1)[C:6]#[N:7]. The yield is 0.810. (3) The reactants are [S:1]([N:11]1[C:15]2=[N:16][CH:17]=[C:18]([NH:20]C(=O)OC(C)(C)C)[N:19]=[C:14]2[CH:13]=[CH:12]1)([C:4]1[CH:10]=[CH:9][C:7]([CH3:8])=[CH:6][CH:5]=1)(=[O:3])=[O:2].OP(O)(O)=O.[O-]P([O-])([O-])=O.[K+].[K+].[K+]. The catalyst is C1COCC1.O. The product is [S:1]([N:11]1[C:15]2=[N:16][CH:17]=[C:18]([NH2:20])[N:19]=[C:14]2[CH:13]=[CH:12]1)([C:4]1[CH:5]=[CH:6][C:7]([CH3:8])=[CH:9][CH:10]=1)(=[O:2])=[O:3]. The yield is 0.940. (4) The reactants are Br[C:2]1[C:6]([CH3:7])=[CH:5][S:4][CH:3]=1.[B:8]1([B:8]2[O:12][C:11]([CH3:14])([CH3:13])[C:10]([CH3:16])([CH3:15])[O:9]2)[O:12][C:11]([CH3:14])([CH3:13])[C:10]([CH3:16])([CH3:15])[O:9]1.CC([O-])=O.[K+].C(Cl)Cl. The catalyst is CS(C)=O.CCOC(C)=O. The product is [CH3:15][C:10]1([CH3:16])[C:11]([CH3:14])([CH3:13])[O:12][B:8]([C:2]2[C:6]([CH3:7])=[CH:5][S:4][CH:3]=2)[O:9]1. The yield is 0.580.